Predict the product of the given reaction. From a dataset of Forward reaction prediction with 1.9M reactions from USPTO patents (1976-2016). Given the reactants [C:1]([O:5][C:6]([N:8]1[CH2:13][CH2:12][CH:11]([C:14]([OH:16])=O)[CH2:10][CH2:9]1)=[O:7])([CH3:4])([CH3:3])[CH3:2].CN(C(ON1N=NC2C=CC=NC1=2)=[N+](C)C)C.F[P-](F)(F)(F)(F)F.[F:41][C:42]1[CH:50]=[CH:49][C:45]([C:46]([NH2:48])=[S:47])=[CH:44][CH:43]=1.CCN(C(C)C)C(C)C, predict the reaction product. The product is: [F:41][C:42]1[CH:50]=[CH:49][C:45]([C:46]([NH:48][C:14]([CH:11]2[CH2:10][CH2:9][N:8]([C:6]([O:5][C:1]([CH3:2])([CH3:3])[CH3:4])=[O:7])[CH2:13][CH2:12]2)=[O:16])=[S:47])=[CH:44][CH:43]=1.